This data is from Reaction yield outcomes from USPTO patents with 853,638 reactions. The task is: Predict the reaction yield, written as a fraction of the theoretical maximum amount of product (1.0 means a 100% yield; for example, 0.34 means a 34% yield). The reactants are [CH2:1]([C:10]1[CH:29]=[CH:28][C:13]([CH2:14][N:15]2[CH2:19][CH2:18][CH:17]([P:20](=[O:27])([O:24]CC)[O:21]CC)[CH2:16]2)=[CH:12][CH:11]=1)[CH2:2][CH2:3][CH2:4][CH2:5][CH2:6][CH2:7][CH2:8][CH3:9].Br[Si](C)(C)C. The catalyst is C(#N)C. The product is [CH2:1]([C:10]1[CH:29]=[CH:28][C:13]([CH2:14][N:15]2[CH2:19][CH2:18][CH:17]([P:20](=[O:21])([OH:24])[OH:27])[CH2:16]2)=[CH:12][CH:11]=1)[CH2:2][CH2:3][CH2:4][CH2:5][CH2:6][CH2:7][CH2:8][CH3:9]. The yield is 0.460.